This data is from Catalyst prediction with 721,799 reactions and 888 catalyst types from USPTO. The task is: Predict which catalyst facilitates the given reaction. (1) Reactant: C1(P(C2C=CC=CC=2)C2C=CC=CC=2)C=CC=CC=1.N(C(OCC)=O)=NC(OCC)=O.[OH:32][CH2:33][CH:34]1[CH2:39][CH2:38][N:37]([CH3:40])[CH2:36][CH2:35]1.[Cl:41][C:42]1[CH:61]=[CH:60][C:45]([NH:46][C:47]2[C:56]3[C:51](=[CH:52][C:53](O)=[C:54]([O:57][CH3:58])[CH:55]=3)[N:50]=[CH:49][N:48]=2)=[C:44]([F:62])[CH:43]=1. Product: [ClH:41].[Cl:41][C:42]1[CH:61]=[CH:60][C:45]([NH:46][C:47]2[C:56]3[C:51](=[CH:52][C:53]([O:32][CH2:33][CH:34]4[CH2:39][CH2:38][N:37]([CH3:40])[CH2:36][CH2:35]4)=[C:54]([O:57][CH3:58])[CH:55]=3)[N:50]=[CH:49][N:48]=2)=[C:44]([F:62])[CH:43]=1. The catalyst class is: 2. (2) Reactant: [CH2:1]([N:8]1[CH2:17][CH2:16][C:15]2[C:14](Cl)=[N:13][C:12]([Cl:19])=[N:11][C:10]=2[CH2:9]1)[C:2]1[CH:7]=[CH:6][CH:5]=[CH:4][CH:3]=1.[C:20]1(B(O)O)[CH:25]=[CH:24][CH:23]=[CH:22][CH:21]=1.C(N(CC)CC)C.C(COC)OC. Product: [CH2:1]([N:8]1[CH2:17][CH2:16][C:15]2[C:14]([C:20]3[CH:25]=[CH:24][CH:23]=[CH:22][CH:21]=3)=[N:13][C:12]([Cl:19])=[N:11][C:10]=2[CH2:9]1)[C:2]1[CH:7]=[CH:6][CH:5]=[CH:4][CH:3]=1. The catalyst class is: 84.